From a dataset of Full USPTO retrosynthesis dataset with 1.9M reactions from patents (1976-2016). Predict the reactants needed to synthesize the given product. (1) Given the product [ClH:33].[CH3:1][C:2]1[N:6]([C:7]2[CH:27]=[CH:26][C:10]([C:11]([N:13]3[CH2:14][CH2:15][NH:16][CH2:17][CH2:18]3)=[O:12])=[CH:9][CH:8]=2)[C:5]2[CH:28]=[CH:29][CH:30]=[CH:31][C:4]=2[N:3]=1, predict the reactants needed to synthesize it. The reactants are: [CH3:1][C:2]1[N:6]([C:7]2[CH:27]=[CH:26][C:10]([C:11]([N:13]3[CH2:18][CH2:17][N:16](C(OC(C)(C)C)=O)[CH2:15][CH2:14]3)=[O:12])=[CH:9][CH:8]=2)[C:5]2[CH:28]=[CH:29][CH:30]=[CH:31][C:4]=2[N:3]=1.C(Cl)[Cl:33].Cl. (2) Given the product [F:11][C:12]1[CH:13]=[C:14]([C:18]2[C:19]([CH:29]([NH:31][C:2]3[N:10]=[CH:9][N:8]=[C:7]4[C:3]=3[N:4]=[CH:5][NH:6]4)[CH3:30])=[CH:20][C:21]([CH3:28])=[C:22]3[C:27]=2[N:26]=[CH:25][CH:24]=[CH:23]3)[CH:15]=[CH:16][CH:17]=1, predict the reactants needed to synthesize it. The reactants are: Br[C:2]1[N:10]=[CH:9][N:8]=[C:7]2[C:3]=1[N:4]=[CH:5][NH:6]2.[F:11][C:12]1[CH:13]=[C:14]([C:18]2[C:19]([CH:29]([NH2:31])[CH3:30])=[CH:20][C:21]([CH3:28])=[C:22]3[C:27]=2[N:26]=[CH:25][CH:24]=[CH:23]3)[CH:15]=[CH:16][CH:17]=1.C(N(CC)C(C)C)(C)C.